From a dataset of Forward reaction prediction with 1.9M reactions from USPTO patents (1976-2016). Predict the product of the given reaction. Given the reactants FC(F)(F)C(O)=O.[Cl:8][C:9]1[CH:14]=[C:13]([F:15])[C:12]([C:16]2([C:36]#[N:37])[CH:20]([CH2:21][C:22]([CH3:25])([CH3:24])[CH3:23])[NH:19][CH:18]([C:26]([OH:28])=O)[CH:17]2[C:29]2[CH:34]=[CH:33][CH:32]=[C:31]([Cl:35])[CH:30]=2)=[C:11]([F:38])[CH:10]=1.CC1(C)[O:44][C@@H:43]([CH2:45][CH2:46][NH2:47])[CH2:42][O:41]1.CN(C(ON1N=NC2C=CC=NC1=2)=[N+](C)C)C.F[P-](F)(F)(F)(F)F.CCN(C(C)C)C(C)C.Cl, predict the reaction product. The product is: [OH:44][C@H:43]([CH2:42][OH:41])[CH2:45][CH2:46][NH:47][C:26]([CH:18]1[CH:17]([C:29]2[CH:34]=[CH:33][CH:32]=[C:31]([Cl:35])[CH:30]=2)[C:16]([C:12]2[C:11]([F:38])=[CH:10][C:9]([Cl:8])=[CH:14][C:13]=2[F:15])([C:36]#[N:37])[CH:20]([CH2:21][C:22]([CH3:23])([CH3:24])[CH3:25])[NH:19]1)=[O:28].